This data is from Reaction yield outcomes from USPTO patents with 853,638 reactions. The task is: Predict the reaction yield, written as a fraction of the theoretical maximum amount of product (1.0 means a 100% yield; for example, 0.34 means a 34% yield). (1) The reactants are [H-].[H-].[H-].[H-].[Li+].[Al+3].[F:7][C:8]1[CH:9]=[C:10]2[C:15](=O)[O:14][C:12](=[O:13])[C:11]2=[CH:17][C:18]=1[F:19].[OH-].[Na+].O. The catalyst is C1COCC1. The product is [F:7][C:8]1[CH:9]=[C:10]([CH2:15][OH:14])[C:11]([CH2:12][OH:13])=[CH:17][C:18]=1[F:19]. The yield is 0.850. (2) The reactants are [Cl:1][C:2]1[CH:3]=[C:4]([C:9](=[O:11])[CH3:10])[CH:5]=[C:6]([Cl:8])[CH:7]=1.[N:12]1([C:17]2[CH:24]=[CH:23][C:20]([CH:21]=O)=[CH:19][CH:18]=2)[CH:16]=[N:15][CH:14]=[N:13]1.[OH-].[Na+]. The catalyst is C(O)C.O. The product is [N:12]1([C:17]2[CH:24]=[CH:23][C:20](/[CH:21]=[CH:10]/[C:9]([C:4]3[CH:3]=[C:2]([Cl:1])[CH:7]=[C:6]([Cl:8])[CH:5]=3)=[O:11])=[CH:19][CH:18]=2)[CH:16]=[N:15][CH:14]=[N:13]1. The yield is 0.170. (3) No catalyst specified. The yield is 0.730. The reactants are [CH:1]1([O:7][C:8]2[CH:13]=[CH:12][CH:11]=[CH:10][C:9]=2[NH:14][C:15](=[O:17])[CH3:16])[CH2:6][CH2:5][CH2:4][CH:3]=[CH:2]1.ClCCl.C(OCC)(=[O:23])C. The product is [CH:2]12[O:23][CH:3]1[CH2:4][CH2:5][CH2:6][CH:1]2[O:7][C:8]1[CH:13]=[CH:12][CH:11]=[CH:10][C:9]=1[NH:14][C:15](=[O:17])[CH3:16]. (4) The reactants are C([O:8][C:9]1[CH:19]=[C:18]([O:20]CC2C=CC=CC=2)[CH:17]=[CH:16][C:10]=1[C:11](=[NH:15])[O:12][CH2:13][CH3:14])C1C=CC=CC=1.[H][H]. The catalyst is [Pd].C(O)C. The product is [OH:8][C:9]1[CH:19]=[C:18]([OH:20])[CH:17]=[CH:16][C:10]=1[C:11](=[NH:15])[O:12][CH2:13][CH3:14]. The yield is 0.750. (5) The reactants are [Cl-].O[NH3+:3].[C:4](=[O:7])([O-])[OH:5].[Na+].CS(C)=O.[OH:13][C@H:14]1[CH2:19][CH2:18][C@H:17]([N:20]2[C:25](=[O:26])[C:24]([CH2:27][C:28]3[CH:33]=[CH:32][C:31]([C:34]4[C:35]([C:40]#[N:41])=[CH:36][CH:37]=[CH:38][CH:39]=4)=[CH:30][CH:29]=3)=[C:23]([CH2:42][CH2:43][CH3:44])[N:22]3[N:45]=[CH:46][CH:47]=[C:21]23)[CH2:16][CH2:15]1. The catalyst is C(OCC)(=O)C. The product is [OH:13][C@H:14]1[CH2:15][CH2:16][C@H:17]([N:20]2[C:25](=[O:26])[C:24]([CH2:27][C:28]3[CH:33]=[CH:32][C:31]([C:34]4[CH:39]=[CH:38][CH:37]=[CH:36][C:35]=4[C:40]4[NH:3][C:4](=[O:7])[O:5][N:41]=4)=[CH:30][CH:29]=3)=[C:23]([CH2:42][CH2:43][CH3:44])[N:22]3[N:45]=[CH:46][CH:47]=[C:21]23)[CH2:18][CH2:19]1. The yield is 0.900. (6) The reactants are C[O:2][CH2:3][C@H:4]([CH3:34])[O:5][C:6]1[CH:7]=[C:8]([C:23]2[NH:27][C:26]([C:28]3[O:29][C@@H:30]([CH3:33])[CH2:31][N:32]=3)=[CH:25][CH:24]=2)[CH:9]=[C:10]([O:12][C:13]2[CH:18]=[CH:17][C:16]([S:19]([CH3:22])(=[O:21])=[O:20])=[CH:15][CH:14]=2)[CH:11]=1.ClCCl.B(Br)(Br)Br.C(=O)([O-])O.[Na+]. The catalyst is ClCCl. The product is [CH3:33][C@@H:30]1[O:29][C:28]([C:26]2[NH:27][C:23]([C:8]3[CH:7]=[C:6]([CH:11]=[C:10]([O:12][C:13]4[CH:14]=[CH:15][C:16]([S:19]([CH3:22])(=[O:21])=[O:20])=[CH:17][CH:18]=4)[CH:9]=3)[O:5][C@@H:4]([CH3:34])[CH2:3][OH:2])=[CH:24][CH:25]=2)=[N:32][CH2:31]1. The yield is 0.820.